This data is from Catalyst prediction with 721,799 reactions and 888 catalyst types from USPTO. The task is: Predict which catalyst facilitates the given reaction. (1) Reactant: Cl.[Cl:2][CH2:3][CH2:4][CH2:5][NH:6][C:7]1[C:12]([N+:13]([O-])=O)=[C:11]([O:16][C:17]2[CH:22]=[CH:21][CH:20]=[CH:19][CH:18]=2)[N:10]=[C:9]([CH3:23])[C:8]=1[CH3:24].[Br-].[Br-].C([N+]1C=CC(C2C=C[N+](CCCCCCCC)=CC=2)=CC=1)CCCCCCC.C(=O)([O-])[O-].[K+].[K+].S(S([O-])=O)([O-])=O.[Na+].[Na+]. Product: [Cl:2][CH2:3][CH2:4][CH2:5][NH:6][C:7]1[C:8]([CH3:24])=[C:9]([CH3:23])[N:10]=[C:11]([O:16][C:17]2[CH:18]=[CH:19][CH:20]=[CH:21][CH:22]=2)[C:12]=1[NH2:13]. The catalyst class is: 229. (2) Reactant: [Cl:1][C:2]1[CH:3]=[C:4]([C:8]2[CH:9]=[C:10]([CH2:16][N:17]3[CH:21]=[C:20]([C:22]([O:24]CC)=[O:23])[CH:19]=[N:18]3)[CH:11]=[N:12][C:13]=2[O:14][CH3:15])[CH:5]=[CH:6][CH:7]=1.[OH-].[Li+]. Product: [Cl:1][C:2]1[CH:3]=[C:4]([C:8]2[CH:9]=[C:10]([CH2:16][N:17]3[CH:21]=[C:20]([C:22]([OH:24])=[O:23])[CH:19]=[N:18]3)[CH:11]=[N:12][C:13]=2[O:14][CH3:15])[CH:5]=[CH:6][CH:7]=1. The catalyst class is: 36. (3) Reactant: [CH3:1][CH:2]([C:4]1[CH:5]=[C:6]([O:10][C:11]2[N:16]=[CH:15][C:14]([NH:17][C:18](=[O:22])[C@@H:19]([CH3:21])[NH2:20])=[CH:13][N:12]=2)[CH:7]=[CH:8][CH:9]=1)[CH3:3].Cl[C:24](Cl)([O:26]C(=O)OC(Cl)(Cl)Cl)Cl.C(N(CC)CC)C.O. Product: [CH3:21][C@H:19]1[NH:20][C:24](=[O:26])[N:17]([C:14]2[CH:13]=[N:12][C:11]([O:10][C:6]3[CH:7]=[CH:8][CH:9]=[C:4]([CH:2]([CH3:1])[CH3:3])[CH:5]=3)=[N:16][CH:15]=2)[C:18]1=[O:22]. The catalyst class is: 4. (4) Reactant: [CH2:1]([O:8][C:9]1[CH:14]=[CH:13][C:12](Br)=[CH:11][CH:10]=1)[C:2]1[CH:7]=[CH:6][CH:5]=[CH:4][CH:3]=1.C(O)(CC)(C)C.[O-]P([O-])([O-])=O.[K+].[K+].[K+].[C:30]1(=[O:37])[CH2:35][CH2:34][CH2:33][C:32](=[O:36])[CH2:31]1.C(P(C(C)(C)C)C1C=CC=CC=1C1C=CC=CC=1C)(C)(C)C. Product: [CH2:1]([O:8][C:9]1[CH:14]=[CH:13][C:12]([CH:31]2[C:32](=[O:36])[CH2:33][CH2:34][CH2:35][C:30]2=[O:37])=[CH:11][CH:10]=1)[C:2]1[CH:7]=[CH:6][CH:5]=[CH:4][CH:3]=1. The catalyst class is: 584.